From a dataset of Full USPTO retrosynthesis dataset with 1.9M reactions from patents (1976-2016). Predict the reactants needed to synthesize the given product. (1) The reactants are: [F:1][C:2]1[CH:7]=[CH:6][C:5]([CH2:8][CH2:9][NH:10][S:11]([C:14]2[CH:18]=[C:17](Cl)[S:16][CH:15]=2)(=[O:13])=[O:12])=[CH:4][CH:3]=1.[CH:20]([Sn](CCCC)(CCCC)CCCC)=[CH2:21].[F-].[Cs+].O1CCOC[CH2:38]1. Given the product [F:1][C:2]1[CH:7]=[CH:6][C:5]([CH2:8][CH2:9][N:10]([CH3:38])[S:11]([C:14]2[CH:18]=[C:17]([CH:20]=[CH2:21])[S:16][CH:15]=2)(=[O:13])=[O:12])=[CH:4][CH:3]=1, predict the reactants needed to synthesize it. (2) Given the product [OH:4][CH2:5][C:6]1[N:7]=[C:8]2[N:13]([CH:14]=1)[CH:12]=[C:11]([C:15]1[CH:16]=[CH:17][C:18]3[O:23][CH2:22][C:21](=[O:24])[NH:20][C:19]=3[CH:25]=1)[CH:10]([C:26]1[CH:27]=[CH:28][CH:29]=[CH:30][CH:31]=1)[S:9]2, predict the reactants needed to synthesize it. The reactants are: C([O:4][CH2:5][C:6]1[N:7]=[C:8]2[N:13]([CH:14]=1)[CH:12]=[C:11]([C:15]1[CH:16]=[CH:17][C:18]3[O:23][CH2:22][C:21](=[O:24])[NH:20][C:19]=3[CH:25]=1)[CH:10]([C:26]1[CH:31]=[CH:30][CH:29]=[CH:28][CH:27]=1)[S:9]2)(=O)C.C([O-])([O-])=O.[K+].[K+].C(OCC)(=O)C.O. (3) Given the product [CH2:16]([C:12]1([CH3:15])[C:11]2[C:6](=[CH:7][CH:8]=[CH:9][CH:10]=2)[C:5]([OH:20])=[C:4]([C:3]2[NH:36][C:33]3[CH:34]=[CH:35][C:30]([NH:29][C:28](=[O:41])[O:27][C:23]([CH3:26])([CH3:24])[CH3:25])=[CH:31][C:32]=3[S:37](=[O:39])(=[O:40])[N:38]=2)[C:13]1=[O:14])[CH2:17][CH2:18][CH3:19], predict the reactants needed to synthesize it. The reactants are: CS[C:3](SC)=[C:4]1[C:13](=[O:14])[C:12]([CH2:16][CH2:17][CH2:18][CH3:19])([CH3:15])[C:11]2[C:6](=[CH:7][CH:8]=[CH:9][CH:10]=2)[C:5]1=[O:20].[C:23]([O:27][C:28](=[O:41])[NH:29][C:30]1[CH:35]=[CH:34][C:33]([NH2:36])=[C:32]([S:37](=[O:40])(=[O:39])[NH2:38])[CH:31]=1)([CH3:26])([CH3:25])[CH3:24]. (4) Given the product [ClH:33].[ClH:33].[CH3:14][N:15]1[CH2:20][CH2:19][N:18]([CH2:21][C:22]2[CH:27]=[CH:26][CH:25]=[CH:24][C:23]=2[C:28](=[O:30])/[CH:29]=[CH:1]/[C:3]2[CH:13]=[CH:12][C:6](/[CH:7]=[CH:8]/[C:9]([OH:11])=[O:10])=[CH:5][CH:4]=2)[CH2:17][CH2:16]1, predict the reactants needed to synthesize it. The reactants are: [CH:1]([C:3]1[CH:13]=[CH:12][C:6]([CH:7]=[CH:8][C:9]([OH:11])=[O:10])=[CH:5][CH:4]=1)=O.[CH3:14][N:15]1[CH2:20][CH2:19][N:18]([CH2:21][C:22]2[CH:27]=[CH:26][CH:25]=[CH:24][C:23]=2[C:28](=[O:30])[CH3:29])[CH2:17][CH2:16]1.[OH-].[K+].[ClH:33]. (5) The reactants are: [O:1]1[CH2:6][CH2:5][CH:4]([CH2:7][OH:8])[CH2:3][CH2:2]1.O[C:10]1[CH:11]=[C:12]([CH:18]=[CH:19][CH:20]=1)[C:13]([O:15]CC)=[O:14]. Given the product [O:1]1[CH2:6][CH2:5][CH:4]([CH2:7][O:8][C:10]2[CH:11]=[C:12]([CH:18]=[CH:19][CH:20]=2)[C:13]([OH:15])=[O:14])[CH2:3][CH2:2]1, predict the reactants needed to synthesize it. (6) Given the product [N:15]1[CH:16]=[CH:17][CH:18]=[C:13]([C:12]([NH:11][C:9]2[N:10]=[C:6]3[CH:5]=[C:4]([C:20]([F:23])([F:22])[F:21])[CH:3]=[C:2]([NH:35][C@H:32]4[CH2:31][CH2:30][C@H:29]([C:27]([O:26][CH3:25])=[O:28])[CH2:34][CH2:33]4)[N:7]3[N:8]=2)=[O:19])[CH:14]=1, predict the reactants needed to synthesize it. The reactants are: Cl[C:2]1[N:7]2[N:8]=[C:9]([NH:11][C:12](=[O:19])[C:13]3[CH:18]=[CH:17][CH:16]=[N:15][CH:14]=3)[N:10]=[C:6]2[CH:5]=[C:4]([C:20]([F:23])([F:22])[F:21])[CH:3]=1.Cl.[CH3:25][O:26][C:27]([C@H:29]1[CH2:34][CH2:33][C@H:32]([NH2:35])[CH2:31][CH2:30]1)=[O:28]. (7) Given the product [CH3:1][O:2][C:3](=[O:33])[CH2:4][C@H:5]1[C:9]2[CH:10]=[CH:11][C:12]([O:14][C@H:15]3[C:23]4[C:18](=[C:19]([O:25][C:26]5[CH:27]=[CH:28][C:29]([O:32][CH2:37][CH2:36][O:35][CH3:34])=[CH:30][CH:31]=5)[CH:20]=[CH:21][C:22]=4[F:24])[CH2:17][CH2:16]3)=[CH:13][C:8]=2[O:7][CH2:6]1, predict the reactants needed to synthesize it. The reactants are: [CH3:1][O:2][C:3](=[O:33])[CH2:4][C@H:5]1[C:9]2[CH:10]=[CH:11][C:12]([O:14][C@H:15]3[C:23]4[C:18](=[C:19]([O:25][C:26]5[CH:31]=[CH:30][C:29]([OH:32])=[CH:28][CH:27]=5)[CH:20]=[CH:21][C:22]=4[F:24])[CH2:17][CH2:16]3)=[CH:13][C:8]=2[O:7][CH2:6]1.[CH3:34][O:35][CH2:36][CH2:37]OS(C1C=CC(C)=CC=1)(=O)=O.C(=O)([O-])[O-].[Cs+].[Cs+].